Dataset: TCR-epitope binding with 47,182 pairs between 192 epitopes and 23,139 TCRs. Task: Binary Classification. Given a T-cell receptor sequence (or CDR3 region) and an epitope sequence, predict whether binding occurs between them. (1) The epitope is FLASKIGRLV. The TCR CDR3 sequence is CASSFGSYEQYF. Result: 0 (the TCR does not bind to the epitope). (2) The epitope is MLNIPSINV. The TCR CDR3 sequence is CASSFPGLASEQYF. Result: 0 (the TCR does not bind to the epitope).